Regression. Given two drug SMILES strings and cell line genomic features, predict the synergy score measuring deviation from expected non-interaction effect. From a dataset of NCI-60 drug combinations with 297,098 pairs across 59 cell lines. (1) Drug 1: CC1CCC2CC(C(=CC=CC=CC(CC(C(=O)C(C(C(=CC(C(=O)CC(OC(=O)C3CCCCN3C(=O)C(=O)C1(O2)O)C(C)CC4CCC(C(C4)OC)O)C)C)O)OC)C)C)C)OC. Drug 2: COCCOC1=C(C=C2C(=C1)C(=NC=N2)NC3=CC=CC(=C3)C#C)OCCOC.Cl. Cell line: UACC62. Synergy scores: CSS=15.4, Synergy_ZIP=0.486, Synergy_Bliss=3.41, Synergy_Loewe=1.03, Synergy_HSA=3.64. (2) Drug 1: CN(C)C1=NC(=NC(=N1)N(C)C)N(C)C. Drug 2: CC(C1=C(C=CC(=C1Cl)F)Cl)OC2=C(N=CC(=C2)C3=CN(N=C3)C4CCNCC4)N. Cell line: SK-OV-3. Synergy scores: CSS=-2.01, Synergy_ZIP=-0.380, Synergy_Bliss=-2.50, Synergy_Loewe=-5.37, Synergy_HSA=-3.64. (3) Drug 1: CCC1(CC2CC(C3=C(CCN(C2)C1)C4=CC=CC=C4N3)(C5=C(C=C6C(=C5)C78CCN9C7C(C=CC9)(C(C(C8N6C=O)(C(=O)OC)O)OC(=O)C)CC)OC)C(=O)OC)O.OS(=O)(=O)O. Drug 2: CC1C(C(CC(O1)OC2CC(CC3=C2C(=C4C(=C3O)C(=O)C5=C(C4=O)C(=CC=C5)OC)O)(C(=O)CO)O)N)O.Cl. Cell line: RPMI-8226. Synergy scores: CSS=43.4, Synergy_ZIP=-0.384, Synergy_Bliss=-1.43, Synergy_Loewe=-3.32, Synergy_HSA=0.700. (4) Drug 1: CC1C(C(=O)NC(C(=O)N2CCCC2C(=O)N(CC(=O)N(C(C(=O)O1)C(C)C)C)C)C(C)C)NC(=O)C3=C4C(=C(C=C3)C)OC5=C(C(=O)C(=C(C5=N4)C(=O)NC6C(OC(=O)C(N(C(=O)CN(C(=O)C7CCCN7C(=O)C(NC6=O)C(C)C)C)C)C(C)C)C)N)C. Drug 2: C(CC(=O)O)C(=O)CN.Cl. Cell line: MDA-MB-435. Synergy scores: CSS=24.3, Synergy_ZIP=-7.70, Synergy_Bliss=-1.29, Synergy_Loewe=-17.3, Synergy_HSA=-1.99. (5) Drug 1: C1=CC(=CC=C1C#N)C(C2=CC=C(C=C2)C#N)N3C=NC=N3. Drug 2: CC(C)(C#N)C1=CC(=CC(=C1)CN2C=NC=N2)C(C)(C)C#N. Cell line: M14. Synergy scores: CSS=6.91, Synergy_ZIP=-1.80, Synergy_Bliss=-2.25, Synergy_Loewe=1.45, Synergy_HSA=-1.89. (6) Drug 1: CC1OCC2C(O1)C(C(C(O2)OC3C4COC(=O)C4C(C5=CC6=C(C=C35)OCO6)C7=CC(=C(C(=C7)OC)O)OC)O)O. Drug 2: CNC(=O)C1=NC=CC(=C1)OC2=CC=C(C=C2)NC(=O)NC3=CC(=C(C=C3)Cl)C(F)(F)F. Cell line: COLO 205. Synergy scores: CSS=63.8, Synergy_ZIP=-0.522, Synergy_Bliss=-2.40, Synergy_Loewe=-12.4, Synergy_HSA=0.211. (7) Drug 1: C1=CC(=CC=C1CC(C(=O)O)N)N(CCCl)CCCl.Cl. Drug 2: C1=CC=C(C(=C1)C(C2=CC=C(C=C2)Cl)C(Cl)Cl)Cl. Cell line: MDA-MB-435. Synergy scores: CSS=-3.22, Synergy_ZIP=2.43, Synergy_Bliss=2.19, Synergy_Loewe=-3.48, Synergy_HSA=-3.64. (8) Drug 1: C1=CC(=CC=C1CC(C(=O)O)N)N(CCCl)CCCl.Cl. Drug 2: C(CN)CNCCSP(=O)(O)O. Cell line: M14. Synergy scores: CSS=-1.73, Synergy_ZIP=1.97, Synergy_Bliss=2.12, Synergy_Loewe=-49.1, Synergy_HSA=-2.74. (9) Drug 1: CC1=C2C(C(=O)C3(C(CC4C(C3C(C(C2(C)C)(CC1OC(=O)C(C(C5=CC=CC=C5)NC(=O)OC(C)(C)C)O)O)OC(=O)C6=CC=CC=C6)(CO4)OC(=O)C)OC)C)OC. Drug 2: C1C(C(OC1N2C=C(C(=O)NC2=O)F)CO)O. Cell line: DU-145. Synergy scores: CSS=59.6, Synergy_ZIP=-4.20, Synergy_Bliss=-5.44, Synergy_Loewe=-2.57, Synergy_HSA=0.00584. (10) Drug 1: C1=NC(=NC(=O)N1C2C(C(C(O2)CO)O)O)N. Drug 2: CCC1(C2=C(COC1=O)C(=O)N3CC4=CC5=C(C=CC(=C5CN(C)C)O)N=C4C3=C2)O.Cl. Cell line: SK-MEL-28. Synergy scores: CSS=28.5, Synergy_ZIP=-5.12, Synergy_Bliss=-1.46, Synergy_Loewe=-14.0, Synergy_HSA=0.131.